Dataset: Full USPTO retrosynthesis dataset with 1.9M reactions from patents (1976-2016). Task: Predict the reactants needed to synthesize the given product. (1) Given the product [CH3:1][N:2]1[CH2:8][CH2:7][CH2:6][N:5]([C:16]2[CH:21]=[N:20][C:19]([N+:22]([O-:24])=[O:23])=[CH:18][CH:17]=2)[CH2:4][CH2:3]1, predict the reactants needed to synthesize it. The reactants are: [CH3:1][N:2]1[CH2:8][CH2:7][CH2:6][NH:5][CH2:4][CH2:3]1.C([O-])([O-])=O.[K+].[K+].Br[C:16]1[CH:17]=[CH:18][C:19]([N+:22]([O-:24])=[O:23])=[N:20][CH:21]=1.O. (2) Given the product [ClH:54].[N:18]1([C:3]2[CH:4]=[CH:5][C:6]([S:8]([NH:11][C:12]3[CH:17]=[CH:16][CH:15]=[CH:14][CH:13]=3)(=[O:9])=[O:10])=[CH:7][C:2]=2[NH:1][S:51]([C:45]2[CH:50]=[CH:49][CH:48]=[CH:47][CH:46]=2)(=[O:53])=[O:52])[CH2:24][CH2:23][CH2:22][NH:21][CH2:20][CH2:19]1, predict the reactants needed to synthesize it. The reactants are: [NH2:1][C:2]1[CH:7]=[C:6]([S:8]([NH:11][C:12]2[CH:17]=[CH:16][CH:15]=[CH:14][CH:13]=2)(=[O:10])=[O:9])[CH:5]=[CH:4][C:3]=1[N:18]1[CH2:24][CH2:23][CH2:22][N:21](C(OC(C)(C)C)=O)[CH2:20][CH2:19]1.N1C=CC=CC=1.CCN(CC)CC.[C:45]1([S:51]([Cl:54])(=[O:53])=[O:52])[CH:50]=[CH:49][CH:48]=[CH:47][CH:46]=1.[OH-].[K+]. (3) Given the product [OH:23][C:20]1[CH:21]=[CH:22][C:17]2[N:16]([CH3:30])[C:15](=[O:31])[N:14]([CH2:13][C@H:10]3[CH2:11][CH2:12][C@H:7]([C:5]([OH:6])=[O:4])[CH2:8][CH2:9]3)[C:18]=2[CH:19]=1, predict the reactants needed to synthesize it. The reactants are: [Li+].[OH-].C[O:4][C:5]([C@H:7]1[CH2:12][CH2:11][C@H:10]([CH2:13][N:14]2[C:18]3[CH:19]=[C:20]([O:23]C4CCCCO4)[CH:21]=[CH:22][C:17]=3[N:16]([CH3:30])[C:15]2=[O:31])[CH2:9][CH2:8]1)=[O:6].Cl. (4) Given the product [CH3:29][S:30]([C:2]1[CH:3]=[C:4]2[N:10]=[CH:9][N:8]([CH2:11][C:12]3[CH:28]=[CH:27][C:15]4[N:16]=[C:17]([NH:19][C@@H:20]5[CH2:25][CH2:24][CH2:23][CH2:22][C@H:21]5[OH:26])[S:18][C:14]=4[CH:13]=3)[C:5]2=[N:6][CH:7]=1)(=[O:32])=[O:31], predict the reactants needed to synthesize it. The reactants are: Br[C:2]1[CH:3]=[C:4]2[N:10]=[CH:9][N:8]([CH2:11][C:12]3[CH:28]=[CH:27][C:15]4[N:16]=[C:17]([NH:19][C@@H:20]5[CH2:25][CH2:24][CH2:23][CH2:22][C@H:21]5[OH:26])[S:18][C:14]=4[CH:13]=3)[C:5]2=[N:6][CH:7]=1.[CH3:29][S:30]([O-:32])=[O:31].[Na+].CN(C)CCN. (5) Given the product [CH2:16]([N:10]1[C:11]2[C:7](=[CH:6][C:5]([CH2:3][OH:4])=[CH:13][CH:12]=2)[CH:8]=[CH:9]1)[C:18]1[CH:26]=[CH:25][CH:21]=[CH:20][CH:19]=1, predict the reactants needed to synthesize it. The reactants are: CO[C:3]([C:5]1[CH:6]=[C:7]2[C:11](=[CH:12][CH:13]=1)[NH:10][CH:9]=[CH:8]2)=[O:4].CO[C:16]([C:18]1[C:26](C)=[C:25]2[C:21](C=CN2)=[CH:20][CH:19]=1)=O.